Dataset: Full USPTO retrosynthesis dataset with 1.9M reactions from patents (1976-2016). Task: Predict the reactants needed to synthesize the given product. The reactants are: [CH3:1][O:2][C:3]1[C:8]([C:9]2[CH:14]=[CH:13][CH:12]=[CH:11][CH:10]=2)=[CH:7][C:6](N)=[CH:5][CH:4]=1.S(=O)(=O)(O)[OH:17].N([O-])=O.[Na+]. Given the product [CH3:1][O:2][C:3]1[C:8]([C:9]2[CH:14]=[CH:13][CH:12]=[CH:11][CH:10]=2)=[CH:7][C:6]([OH:17])=[CH:5][CH:4]=1, predict the reactants needed to synthesize it.